The task is: Regression. Given a peptide amino acid sequence and an MHC pseudo amino acid sequence, predict their binding affinity value. This is MHC class I binding data.. This data is from Peptide-MHC class I binding affinity with 185,985 pairs from IEDB/IMGT. (1) The peptide sequence is AYLRKHFSM. The MHC is HLA-A26:01 with pseudo-sequence HLA-A26:01. The binding affinity (normalized) is 0. (2) The peptide sequence is KLKSVGKAY. The MHC is HLA-A25:01 with pseudo-sequence HLA-A25:01. The binding affinity (normalized) is 0.0847. (3) The peptide sequence is FPLWNTEKI. The MHC is HLA-B46:01 with pseudo-sequence HLA-B46:01. The binding affinity (normalized) is 0.0847. (4) The peptide sequence is ISDSNPYLTQW. The MHC is HLA-B18:01 with pseudo-sequence HLA-B18:01. The binding affinity (normalized) is 0.